The task is: Regression/Classification. Given a drug SMILES string, predict its absorption, distribution, metabolism, or excretion properties. Task type varies by dataset: regression for continuous measurements (e.g., permeability, clearance, half-life) or binary classification for categorical outcomes (e.g., BBB penetration, CYP inhibition). Dataset: b3db_classification.. This data is from Blood-brain barrier permeability classification from the B3DB database. (1) The molecule is CCCOc1ccccc1CCCNC(=O)c1ccc([N+](=O)[O-])cc1Cl. The result is 1 (penetrates BBB). (2) The compound is c1ccc(-c2cc(CCC3CCNCC3)c3ccccc3n2)cc1. The result is 1 (penetrates BBB). (3) The molecule is CC1c2ccccc2C(CCCN(C)C)c2cc(C(F)(F)F)ccc21. The result is 1 (penetrates BBB). (4) The molecule is FCC(F)(F)F. The result is 1 (penetrates BBB). (5) The result is 1 (penetrates BBB). The drug is CCCOC(=O)c1cncn1[C@H](C)c1ccccc1. (6) The drug is CC(=O)C1=C(O)[C@]2(O)C(=O)c3c(c(C)c4ccc(C)c(O)c4c3O)C[C@H]2[C@H](N)C1=O. The result is 0 (does not penetrate BBB).